Dataset: Reaction yield outcomes from USPTO patents with 853,638 reactions. Task: Predict the reaction yield, written as a fraction of the theoretical maximum amount of product (1.0 means a 100% yield; for example, 0.34 means a 34% yield). (1) The reactants are Cl.[O:2]=[C:3]1[NH:9][C:8]2[CH:10]=[CH:11][C:12]([C:14]([O:16][CH3:17])=[O:15])=[CH:13][C:7]=2[CH2:6][NH:5][CH2:4]1.[CH:18](=O)[C:19]1[CH:24]=[CH:23][C:22]([O:25][CH3:26])=[CH:21][CH:20]=1.CCN(CC)CC.C(O[BH-](OC(=O)C)OC(=O)C)(=O)C.[Na+]. The catalyst is ClCCCl. The product is [CH3:26][O:25][C:22]1[CH:23]=[CH:24][C:19]([CH2:18][N:5]2[CH2:6][C:7]3[CH:13]=[C:12]([C:14]([O:16][CH3:17])=[O:15])[CH:11]=[CH:10][C:8]=3[NH:9][C:3](=[O:2])[CH2:4]2)=[CH:20][CH:21]=1. The yield is 0.800. (2) The reactants are I[C:2]1[N:3]=[CH:4][N:5]([C:7]([C:20]2[CH:25]=[CH:24][CH:23]=[CH:22][CH:21]=2)([C:14]2[CH:19]=[CH:18][CH:17]=[CH:16][CH:15]=2)[C:8]2[CH:13]=[CH:12][CH:11]=[CH:10][CH:9]=2)[CH:6]=1.N#N.CC[Mg+].[Br-].[CH2:32]1[C:37]2([CH2:42][CH2:41][CH2:40][CH2:39][CH2:38]2)[CH2:36][CH2:35][CH:34]([CH:43]=[O:44])[CH2:33]1. The catalyst is C1COCC1. The product is [CH2:36]1[C:37]2([CH2:38][CH2:39][CH2:40][CH2:41][CH2:42]2)[CH2:32][CH2:33][CH:34]([CH:43]([C:2]2[N:3]=[CH:4][N:5]([C:7]([C:14]3[CH:15]=[CH:16][CH:17]=[CH:18][CH:19]=3)([C:8]3[CH:13]=[CH:12][CH:11]=[CH:10][CH:9]=3)[C:20]3[CH:21]=[CH:22][CH:23]=[CH:24][CH:25]=3)[CH:6]=2)[OH:44])[CH2:35]1. The yield is 0.700. (3) The reactants are [I:1][C:2]1[C:11]([CH3:12])=[CH:10][CH:9]=[C:8]2[C:3]=1[CH:4]=[N:5][NH:6][C:7]2=O.P(Cl)(Cl)([Cl:16])=O. The catalyst is CCOC(C)=O. The product is [Cl:16][C:7]1[C:8]2[C:3](=[C:2]([I:1])[C:11]([CH3:12])=[CH:10][CH:9]=2)[CH:4]=[N:5][N:6]=1. The yield is 0.619. (4) The reactants are [I:1][C:2]1[CH:3]=[C:4]2[C:8](=[CH:9][CH:10]=1)[NH:7][C:6](=[O:11])[C:5]2=O.[CH3:13][O:14][C:15]1[CH:24]=[CH:23][C:18]([C:19]([NH:21][NH2:22])=[O:20])=[CH:17][CH:16]=1. The yield is 0.820. The product is [I:1][C:2]1[CH:3]=[C:4]2[C:8](=[CH:9][CH:10]=1)[NH:7][C:6](=[O:11])[C:5]2=[N:22][NH:21][C:19](=[O:20])[C:18]1[CH:23]=[CH:24][C:15]([O:14][CH3:13])=[CH:16][CH:17]=1. The catalyst is C(O)(=O)C. (5) The reactants are [C:1]([O:5][C:6]([NH:8][C:9]1[CH:10]=[C:11]([CH2:15]O)[CH:12]=[CH:13][CH:14]=1)=[O:7])([CH3:4])([CH3:3])[CH3:2].C1(C)C=CC(S(Cl)(=O)=O)=CC=1.[CH3:28][C:29]1[NH:30][CH:31]=[CH:32][N:33]=1.[H-].[Na+].S(C1C=CC(C)=CC=1)([O-])(=O)=O. The catalyst is N1C=CC=CC=1.CN(C=O)C. The product is [NH4+:8].[OH-:5].[C:1]([O:5][C:6]([NH:8][C:9]1[CH:10]=[C:11]([CH2:15][N:30]2[CH:31]=[CH:32][N:33]=[C:29]2[CH3:28])[CH:12]=[CH:13][CH:14]=1)=[O:7])([CH3:4])([CH3:3])[CH3:2]. The yield is 0.100. (6) The reactants are Cl.[CH3:2][NH2:3].C[Al](C)C.[NH2:8][C:9]1[CH:13]=[C:12]([C:14]([CH3:17])([CH3:16])[CH3:15])[O:11][C:10]=1[C:18]([O:20]C)=O.Cl. The catalyst is C1(C)C=CC=CC=1.[OH-].[Na+]. The product is [CH3:2][NH:3][C:18]([C:10]1[O:11][C:12]([C:14]([CH3:17])([CH3:16])[CH3:15])=[CH:13][C:9]=1[NH2:8])=[O:20]. The yield is 0.910. (7) The reactants are [CH3:1][O:2][C:3]([C:5]1[C:13]2[N:12]([C:14]3[CH:19]=[CH:18][CH:17]=[CH:16][CH:15]=3)[C:11]([C@@H:20]([NH:22]C(OC(C)(C)C)=O)[CH3:21])=[N:10][C:9]=2[CH:8]=[CH:7][C:6]=1[F:30])=[O:4].Cl.Cl[C:33]1[N:41]=[CH:40][N:39]=[C:38]2[C:34]=1[N:35]=[CH:36][N:37]2[CH:42]1[CH2:47][CH2:46][CH2:45][CH2:44][O:43]1.CCN(C(C)C)C(C)C. The catalyst is CO.O1CCOCC1.C(O)CCC. The product is [CH3:1][O:2][C:3]([C:5]1[C:13]2[N:12]([C:14]3[CH:15]=[CH:16][CH:17]=[CH:18][CH:19]=3)[C:11]([C@@H:20]([NH:22][C:33]3[N:41]=[CH:40][N:39]=[C:38]4[C:34]=3[N:35]=[CH:36][N:37]4[CH:42]3[CH2:47][CH2:46][CH2:45][CH2:44][O:43]3)[CH3:21])=[N:10][C:9]=2[CH:8]=[CH:7][C:6]=1[F:30])=[O:4]. The yield is 0.870. (8) The catalyst is CN(C=O)C. The yield is 0.390. The product is [N:39]1([CH:45]2[CH2:50][CH2:49][N:48]([CH2:2][CH2:3][CH2:4][S:5]([N:8]3[CH2:13][CH2:12][CH:11]([C:14]4[C:22]5[C:17](=[C:18]([C:30]([NH2:32])=[O:31])[CH:19]=[C:20]([C:23]6[CH:28]=[CH:27][CH:26]=[C:25]([F:29])[CH:24]=6)[CH:21]=5)[NH:16][N:15]=4)[CH2:10][CH2:9]3)(=[O:7])=[O:6])[CH2:47][CH2:46]2)[CH2:44][CH2:43][CH2:42][CH2:41][CH2:40]1. The reactants are Cl[CH2:2][CH2:3][CH2:4][S:5]([N:8]1[CH2:13][CH2:12][CH:11]([C:14]2[C:22]3[C:17](=[C:18]([C:30]([NH2:32])=[O:31])[CH:19]=[C:20]([C:23]4[CH:28]=[CH:27][CH:26]=[C:25]([F:29])[CH:24]=4)[CH:21]=3)[NH:16][N:15]=2)[CH2:10][CH2:9]1)(=[O:7])=[O:6].C([O-])([O-])=O.[K+].[K+].[N:39]1([CH:45]2[CH2:50][CH2:49][NH:48][CH2:47][CH2:46]2)[CH2:44][CH2:43][CH2:42][CH2:41][CH2:40]1. (9) The reactants are [C:1]([C:3]1[CH:9]=[CH:8][C:6]([NH2:7])=[CH:5][CH:4]=1)#[CH:2].N1C=CC=CC=1.[CH3:16][S:17](Cl)(=[O:19])=[O:18]. The catalyst is ClCCl. The product is [C:1]([C:3]1[CH:9]=[CH:8][C:6]([NH:7][S:17]([CH3:16])(=[O:19])=[O:18])=[CH:5][CH:4]=1)#[CH:2]. The yield is 0.800.